This data is from Forward reaction prediction with 1.9M reactions from USPTO patents (1976-2016). The task is: Predict the product of the given reaction. (1) Given the reactants [CH2:1]([O:3][CH2:4][C:5]1[N:6]([CH2:18][CH2:19][O:20][CH2:21][CH2:22][NH:23][C:24](=[O:30])[O:25][C:26]([CH3:29])([CH3:28])[CH3:27])[C:7]2[C:16]3[CH:15]=[CH:14][CH:13]=[CH:12][C:11]=3[N:10]=[CH:9][C:8]=2[N:17]=1)[CH3:2].ClC1C=C(C=CC=1)C(OO)=[O:36].O, predict the reaction product. The product is: [CH2:1]([O:3][CH2:4][C:5]1[N:6]([CH2:18][CH2:19][O:20][CH2:21][CH2:22][NH:23][C:24](=[O:30])[O:25][C:26]([CH3:29])([CH3:28])[CH3:27])[C:7]2[C:16]3[CH:15]=[CH:14][CH:13]=[CH:12][C:11]=3[N+:10]([O-:36])=[CH:9][C:8]=2[N:17]=1)[CH3:2]. (2) Given the reactants [OH:1][CH2:2][C:3]1[CH:11]=[CH:10][C:6]([C:7]([OH:9])=[O:8])=[CH:5][CH:4]=1.N1C=CN=C1.[Si:17](Cl)([C:20]([CH3:23])([CH3:22])[CH3:21])([CH3:19])[CH3:18], predict the reaction product. The product is: [Si:17]([O:1][CH2:2][C:3]1[CH:4]=[CH:5][C:6]([C:7]([OH:9])=[O:8])=[CH:10][CH:11]=1)([C:20]([CH3:23])([CH3:22])[CH3:21])([CH3:19])[CH3:18]. (3) Given the reactants C[O:2][C:3](=[O:35])[CH:4]=[CH:5][C:6]1[CH:11]=[CH:10][C:9]([O:12][CH2:13][C:14](=[O:32])[NH:15][CH2:16][CH2:17][O:18][CH2:19][CH2:20][O:21][CH2:22][CH2:23][NH:24][C:25]([O:27][C:28]([CH3:31])([CH3:30])[CH3:29])=[O:26])=[C:8]([O:33][CH3:34])[CH:7]=1.[OH-].[Li+], predict the reaction product. The product is: [C:28]([O:27][C:25]([NH:24][CH2:23][CH2:22][O:21][CH2:20][CH2:19][O:18][CH2:17][CH2:16][NH:15][C:14]([CH2:13][O:12][C:9]1[CH:10]=[CH:11][C:6]([CH:5]=[CH:4][C:3]([OH:35])=[O:2])=[CH:7][C:8]=1[O:33][CH3:34])=[O:32])=[O:26])([CH3:31])([CH3:30])[CH3:29]. (4) Given the reactants [CH3:1][O:2][C:3]([C:5]1[N:6]([CH2:23][C:24]2[CH:29]=[CH:28][C:27]([OH:30])=[CH:26][CH:25]=2)[C:7](=[O:22])[C:8]2[C:13]([C:14]=1[C:15]1[CH:20]=[CH:19][CH:18]=[CH:17][CH:16]=1)=[CH:12][C:11]([Br:21])=[CH:10][CH:9]=2)=[O:4].Br[CH2:32][C:33]([O:35][CH3:36])=[O:34], predict the reaction product. The product is: [CH3:1][O:2][C:3]([C:5]1[N:6]([CH2:23][C:24]2[CH:25]=[CH:26][C:27]([O:30][CH2:32][C:33]([O:35][CH3:36])=[O:34])=[CH:28][CH:29]=2)[C:7](=[O:22])[C:8]2[C:13]([C:14]=1[C:15]1[CH:16]=[CH:17][CH:18]=[CH:19][CH:20]=1)=[CH:12][C:11]([Br:21])=[CH:10][CH:9]=2)=[O:4]. (5) The product is: [Cl:8][C:5]1[N:6]=[CH:7][C:2]([C:34]2[CH:33]=[CH:32][N:31]=[C:30]([NH:29][C:27]3[CH:26]=[CH:25][N:24]=[C:23]([CH3:22])[N:28]=3)[CH:35]=2)=[C:3]([CH3:21])[C:4]=1[NH:9][S:10]([C:13]1[CH:18]=[CH:17][C:16]([F:19])=[CH:15][C:14]=1[F:20])(=[O:12])=[O:11]. Given the reactants Br[C:2]1[C:3]([CH3:21])=[C:4]([NH:9][S:10]([C:13]2[CH:18]=[CH:17][C:16]([F:19])=[CH:15][C:14]=2[F:20])(=[O:12])=[O:11])[C:5]([Cl:8])=[N:6][CH:7]=1.[CH3:22][C:23]1[N:28]=[C:27]([NH:29][C:30]2[CH:35]=[C:34](B3OC(C)(C)C(C)(C)O3)[CH:33]=[CH:32][N:31]=2)[CH:26]=[CH:25][N:24]=1.C(=O)([O-])[O-].[K+].[K+].O, predict the reaction product. (6) Given the reactants [CH2:1]([N:3]=[C:4]=[O:5])[CH3:2].[CH2:6]([NH:8][C:9](=[O:32])[C:10]1[CH:15]=[C:14]([C:16]2[CH:24]=[C:23]3[C:19]([C:20]([CH:25]4[CH2:30][CH2:29][NH:28][CH2:27][CH2:26]4)=[N:21][NH:22]3)=[CH:18][CH:17]=2)[C:13]([CH3:31])=[CH:12][CH:11]=1)[CH3:7], predict the reaction product. The product is: [CH2:1]([NH:3][C:4]([N:28]1[CH2:29][CH2:30][CH:25]([C:20]2[C:19]3[C:23](=[CH:24][C:16]([C:14]4[CH:15]=[C:10]([C:9]([NH:8][CH2:6][CH3:7])=[O:32])[CH:11]=[CH:12][C:13]=4[CH3:31])=[CH:17][CH:18]=3)[NH:22][N:21]=2)[CH2:26][CH2:27]1)=[O:5])[CH3:2]. (7) Given the reactants [NH2:1][C:2]1[N:7]=[CH:6][N:5]=[C:4]([NH:8][C:9]2[C:14](=[O:15])[N:13]3[C:16]([CH:21]4[CH2:25][CH2:24][CH2:23][CH2:22]4)([CH3:20])[NH:17][C:18](=[O:19])[C:12]3=[CH:11][CH:10]=2)[CH:3]=1.[H-].[Na+].[N:28]#[C:29]Br, predict the reaction product. The product is: [NH2:1][C:2]1[N:7]=[CH:6][N:5]=[C:4]([NH:8][C:9]2[C:14](=[O:15])[N:13]3[C:16]([CH:21]4[CH2:22][CH2:23][CH2:24][CH2:25]4)([CH3:20])[N:17]([C:29]#[N:28])[C:18](=[O:19])[C:12]3=[CH:11][CH:10]=2)[CH:3]=1.